From a dataset of Forward reaction prediction with 1.9M reactions from USPTO patents (1976-2016). Predict the product of the given reaction. Given the reactants [OH:1][C@@H:2]1[CH2:6][N:5]([C:7]([O:9][C:10]([CH3:13])([CH3:12])[CH3:11])=[O:8])[C@@H:4]([CH3:14])[CH2:3]1.C(N(CC)CC)C.[CH3:22][S:23](Cl)(=[O:25])=[O:24], predict the reaction product. The product is: [CH3:14][C@H:4]1[CH2:3][C@H:2]([O:1][S:23]([CH3:22])(=[O:25])=[O:24])[CH2:6][N:5]1[C:7]([O:9][C:10]([CH3:13])([CH3:12])[CH3:11])=[O:8].